The task is: Predict the reactants needed to synthesize the given product.. This data is from Full USPTO retrosynthesis dataset with 1.9M reactions from patents (1976-2016). (1) Given the product [F:24][C:25]1[CH:26]=[CH:27][C:28]([C:31]([C:33]2[N:1]([CH:4]3[CH2:23][N:8]4[C:9]5[C:14]([C:15]([CH2:16][C:17]([OH:19])=[O:18])=[C:7]4[CH2:6][CH2:5]3)=[CH:13][CH:12]=[CH:11][CH:10]=5)[N:2]=[N:3][CH:34]=2)([OH:35])[CH3:32])=[CH:29][CH:30]=1, predict the reactants needed to synthesize it. The reactants are: [N:1]([CH:4]1[CH2:23][N:8]2[C:9]3[C:14]([C:15]([CH2:16][C:17]([O:19]CCC)=[O:18])=[C:7]2[CH2:6][CH2:5]1)=[CH:13][CH:12]=[CH:11][CH:10]=3)=[N+:2]=[N-:3].[F:24][C:25]1[CH:30]=[CH:29][C:28]([C:31]([OH:35])([C:33]#[CH:34])[CH3:32])=[CH:27][CH:26]=1.[OH-].[Na+]. (2) Given the product [CH3:12][C:9]1[N:10]=[CH:11][C:6]([C:4]2[N:3]=[CH:2][N:1]([CH2:23][N:24]3[C:28](=[O:29])[C:27]4[C:26](=[CH:33][CH:32]=[CH:31][CH:30]=4)[C:25]3=[O:34])[CH:5]=2)=[CH:7][CH:8]=1, predict the reactants needed to synthesize it. The reactants are: [NH:1]1[CH:5]=[C:4]([C:6]2[CH:7]=[CH:8][C:9]([CH3:12])=[N:10][CH:11]=2)[N:3]=[CH:2]1.C(=O)([O-])[O-].[K+].[K+].BrCCC[CH2:23][N:24]1[C:28](=[O:29])[C:27]2=[CH:30][CH:31]=[CH:32][CH:33]=[C:26]2[C:25]1=[O:34]. (3) Given the product [OH:2][C:3]1[C:8]2[NH:9][C:10]([C:12]3[S:13][CH:14]=[CH:15][CH:16]=3)=[N:11][C:7]=2[C:6]([C:17]([NH:19][CH:20]2[CH2:21][CH2:22][CH:23]([C:26]([OH:28])=[O:27])[CH2:24][CH2:25]2)=[O:18])=[CH:5][CH:4]=1, predict the reactants needed to synthesize it. The reactants are: C[O:2][C:3]1[C:8]2[NH:9][C:10]([C:12]3[S:13][CH:14]=[CH:15][CH:16]=3)=[N:11][C:7]=2[C:6]([C:17]([NH:19][CH:20]2[CH2:25][CH2:24][CH:23]([C:26]([OH:28])=[O:27])[CH2:22][CH2:21]2)=[O:18])=[CH:5][CH:4]=1.B(Br)(Br)Br.